From a dataset of Retrosynthesis with 50K atom-mapped reactions and 10 reaction types from USPTO. Predict the reactants needed to synthesize the given product. (1) Given the product CCOC(=O)c1nc(C(F)(F)F)cs1, predict the reactants needed to synthesize it. The reactants are: CCOC(=O)C(N)=S.O=C(CBr)C(F)(F)F. (2) Given the product COc1ccc(C(=O)N[C@H](C)c2cccc(Cl)c2)cc1S(=O)(=O)N1CCOCC1, predict the reactants needed to synthesize it. The reactants are: COc1ccc(C(=O)O)cc1S(=O)(=O)N1CCOCC1.C[C@@H](N)c1cccc(Cl)c1. (3) Given the product CC(C)OC(=O)N1CCC(C)(N2CCC(N3C(=O)N[C@@H]4CCCC[C@@H]43)CC2)CC1, predict the reactants needed to synthesize it. The reactants are: CC(C)OC(=O)Cl.CC1(N2CCC(N3C(=O)N[C@@H]4CCCC[C@@H]43)CC2)CCNCC1. (4) Given the product O=C(O)C1CN(Cc2ccc(-c3ccc4oc(-c5ccccc5)cc(=O)c4c3)cc2)C1, predict the reactants needed to synthesize it. The reactants are: COC(=O)C1CN(Cc2ccc(-c3ccc4oc(-c5ccccc5)cc(=O)c4c3)cc2)C1. (5) Given the product CC(C)(C)OC(=O)N[C@@H]1CCC[C@H](O)C1, predict the reactants needed to synthesize it. The reactants are: CC(C)(C)OC(=O)OC(=O)OC(C)(C)C.N[C@@H]1CCC[C@H](O)C1. (6) The reactants are: CCOC(=O)CC1CCC(c2ncc(-c3ccc(N)cc3)s2)CC1.O=C=Nc1cc(F)cc(F)c1. Given the product CCOC(=O)CC1CCC(c2ncc(-c3ccc(NC(=O)Nc4cc(F)cc(F)c4)cc3)s2)CC1, predict the reactants needed to synthesize it. (7) Given the product CSc1nccc(-c2cc(NC(C)=O)c(Cl)nc2-c2ccc(F)cc2)n1, predict the reactants needed to synthesize it. The reactants are: CC(=O)Cl.CSc1nccc(-c2cc(N)c(Cl)nc2-c2ccc(F)cc2)n1.